This data is from Full USPTO retrosynthesis dataset with 1.9M reactions from patents (1976-2016). The task is: Predict the reactants needed to synthesize the given product. Given the product [NH2:8][C@@H:9]([C:12]1[CH:13]=[C:14]([C:18]2[CH:23]=[C:22]([Cl:24])[CH:21]=[C:20]([CH2:25][O:26][C:27]3[CH:32]=[CH:31][CH:30]=[CH:29][C:28]=3[CH2:33][C:34]([OH:36])=[O:35])[CH:19]=2)[CH:15]=[CH:16][CH:17]=1)[CH2:10][OH:11], predict the reactants needed to synthesize it. The reactants are: C(OC([NH:8][C@@H:9]([C:12]1[CH:13]=[C:14]([C:18]2[CH:23]=[C:22]([Cl:24])[CH:21]=[C:20]([CH2:25][O:26][C:27]3[CH:32]=[CH:31][CH:30]=[CH:29][C:28]=3[CH2:33][C:34]([O:36]C(C)(C)C)=[O:35])[CH:19]=2)[CH:15]=[CH:16][CH:17]=1)[CH2:10][OH:11])=O)(C)(C)C.Cl.